Dataset: Peptide-MHC class I binding affinity with 185,985 pairs from IEDB/IMGT. Task: Regression. Given a peptide amino acid sequence and an MHC pseudo amino acid sequence, predict their binding affinity value. This is MHC class I binding data. (1) The peptide sequence is FPFSYAAAF. The MHC is Mamu-A2201 with pseudo-sequence Mamu-A2201. The binding affinity (normalized) is 0.859. (2) The peptide sequence is CRAPRKKGC. The MHC is HLA-A26:01 with pseudo-sequence HLA-A26:01. The binding affinity (normalized) is 0. (3) The peptide sequence is TLYQIQVMKR. The MHC is HLA-A03:01 with pseudo-sequence HLA-A03:01. The binding affinity (normalized) is 0.456. (4) The peptide sequence is GSQLAKRFSR. The MHC is HLA-A31:01 with pseudo-sequence HLA-A31:01. The binding affinity (normalized) is 0.631. (5) The peptide sequence is VKMPTHRHI. The MHC is HLA-A30:02 with pseudo-sequence HLA-A30:02. The binding affinity (normalized) is 0.